Dataset: Reaction yield outcomes from USPTO patents with 853,638 reactions. Task: Predict the reaction yield, written as a fraction of the theoretical maximum amount of product (1.0 means a 100% yield; for example, 0.34 means a 34% yield). (1) The reactants are [CH2:1]([C:8]1[CH:9]=[N:10][C:11]2[C:16]([C:17]=1[C:18]1[CH:23]=[CH:22][CH:21]=[C:20](Br)[CH:19]=1)=[CH:15][CH:14]=[CH:13][C:12]=2[C:25]([F:28])([F:27])[F:26])[C:2]1[CH:7]=[CH:6][CH:5]=[CH:4][CH:3]=1.[C:29]([CH2:32][CH2:33][C:34]1[CH:39]=[CH:38][C:37](B(O)O)=[CH:36][CH:35]=1)([OH:31])=[O:30].C(=O)([O-])[O-].[Na+].[Na+].Cl. The catalyst is COCCOC.O. The product is [CH2:1]([C:8]1[CH:9]=[N:10][C:11]2[C:16]([C:17]=1[C:18]1[CH:19]=[C:20]([C:37]3[CH:38]=[CH:39][C:34]([CH2:33][CH2:32][C:29]([OH:31])=[O:30])=[CH:35][CH:36]=3)[CH:21]=[CH:22][CH:23]=1)=[CH:15][CH:14]=[CH:13][C:12]=2[C:25]([F:28])([F:27])[F:26])[C:2]1[CH:7]=[CH:6][CH:5]=[CH:4][CH:3]=1. The yield is 0.700. (2) The yield is 0.300. The catalyst is ClCCl.C([O-])(=O)C.[Cu+2].C([O-])(=O)C. The reactants are [CH:1]1([N:5]2[CH2:10][CH2:9][N:8]([C:11]([C:13]3[CH:14]=[C:15]4[C:19](=[CH:20][CH:21]=3)[NH:18][C:17]([C:22]([N:24]3[CH2:29][CH2:28][C:27]([F:31])([F:30])[CH2:26][CH2:25]3)=[O:23])=[CH:16]4)=[O:12])[CH2:7][CH2:6]2)[CH2:4][CH2:3][CH2:2]1.[C:32]([C:34]1[CH:39]=[CH:38][C:37](B(O)O)=[CH:36][CH:35]=1)#[N:33].N1C=CC=CC=1. The product is [CH:1]1([N:5]2[CH2:6][CH2:7][N:8]([C:11]([C:13]3[CH:14]=[C:15]4[C:19](=[CH:20][CH:21]=3)[N:18]([C:37]3[CH:38]=[CH:39][C:34]([C:32]#[N:33])=[CH:35][CH:36]=3)[C:17]([C:22]([N:24]3[CH2:25][CH2:26][C:27]([F:30])([F:31])[CH2:28][CH2:29]3)=[O:23])=[CH:16]4)=[O:12])[CH2:9][CH2:10]2)[CH2:2][CH2:3][CH2:4]1.